From a dataset of Full USPTO retrosynthesis dataset with 1.9M reactions from patents (1976-2016). Predict the reactants needed to synthesize the given product. (1) Given the product [F:9][C:10]1[CH:11]=[C:12]2[C:20](=[CH:21][CH:22]=1)[NH:19][C:18]1[CH2:17][CH2:16][C@H:15]([CH2:23][NH:24][CH2:25][C@@H:26]3[O:40][C:30]4=[C:31]5[C:36](=[CH:37][CH:38]=[C:29]4[O:28][CH2:27]3)[N:35]=[C:34]([CH3:39])[CH:33]=[CH:32]5)[CH2:14][C:13]2=1, predict the reactants needed to synthesize it. The reactants are: C(O)(=O)/C=C\C(O)=O.[F:9][C:10]1[CH:11]=[C:12]2[C:20](=[CH:21][CH:22]=1)[NH:19][C:18]1[CH2:17][CH2:16][C@H:15]([CH2:23][NH:24][CH2:25][C@@H:26]3[O:40][C:30]4=[C:31]5[C:36](=[CH:37][CH:38]=[C:29]4[O:28][CH2:27]3)[N:35]=[C:34]([CH3:39])[CH:33]=[CH:32]5)[CH2:14][C:13]2=1.C(=O)([O-])[O-].[K+].[K+]. (2) Given the product [Cl:22][C:23]1[CH:24]=[C:25]2[N:32]=[C:31]([O:6][C@H:4]3[C@H:3]4[O:7][CH2:8][C@@H:9]([OH:10])[C@H:2]4[O:1][CH2:5]3)[N:30]([CH2:37][O:38][CH2:39][CH2:40][Si:41]([CH3:44])([CH3:43])[CH3:42])[C:26]2=[N:27][C:28]=1[I:29], predict the reactants needed to synthesize it. The reactants are: [O:1]1[CH2:5][C@@H:4]([OH:6])[C@H:3]2[O:7][CH2:8][C@@H:9]([OH:10])[C@@H:2]12.N12CCCN=C1CCCCC2.[Cl:22][C:23]1[CH:24]=[C:25]2[N:32]=[C:31](S(C)(=O)=O)[N:30]([CH2:37][O:38][CH2:39][CH2:40][Si:41]([CH3:44])([CH3:43])[CH3:42])[C:26]2=[N:27][C:28]=1[I:29]. (3) Given the product [F:8][C:5]1[CH:6]=[CH:7][C:2]([CH:26]([C:25]2[CH:24]=[CH:23][C:22]([C:21]([F:20])([F:30])[F:31])=[CH:29][CH:28]=2)[OH:27])=[CH:3][CH:4]=1, predict the reactants needed to synthesize it. The reactants are: Br[C:2]1[CH:7]=[CH:6][C:5]([F:8])=[CH:4][CH:3]=1.C([Li])CCC.CCCCCC.[F:20][C:21]([F:31])([F:30])[C:22]1[CH:29]=[CH:28][C:25]([CH:26]=[O:27])=[CH:24][CH:23]=1.[Cl-].[NH4+]. (4) Given the product [NH2:34][C:35]([CH2:40][OH:41])([CH2:38][OH:39])[CH2:36][OH:37].[Cl:1][C:2]1[C:10]2[CH:9]=[C:8]([O:11][CH2:12][C:13]3[CH:18]=[CH:17][C:16]([O:19][CH:20]([CH3:22])[CH3:21])=[C:15]([C:23]([F:24])([F:25])[F:26])[CH:14]=3)[CH:7]=[CH:6][C:5]=2[N:4]2[CH2:27][CH2:28][C@H:29]([CH2:30][C:31]([OH:33])=[O:32])[C:3]=12, predict the reactants needed to synthesize it. The reactants are: [Cl:1][C:2]1[C:10]2[CH:9]=[C:8]([O:11][CH2:12][C:13]3[CH:18]=[CH:17][C:16]([O:19][CH:20]([CH3:22])[CH3:21])=[C:15]([C:23]([F:26])([F:25])[F:24])[CH:14]=3)[CH:7]=[CH:6][C:5]=2[N:4]2[CH2:27][CH2:28][C@H:29]([CH2:30][C:31]([OH:33])=[O:32])[C:3]=12.[NH2:34][C:35]([CH2:40][OH:41])([CH2:38][OH:39])[CH2:36][OH:37]. (5) Given the product [Cl:1][C:2]1[C:7]([NH:8][C:13]2[C:18]([C:19]#[N:20])=[CH:17][N:16]=[CH:15][C:14]=2[C:21]2[CH:26]=[CH:25][C:24]([O:27][CH3:28])=[C:23]([O:32][CH3:33])[CH:22]=2)=[CH:6][N:5]=[C:4]2[NH:9][CH:10]=[CH:11][C:3]=12, predict the reactants needed to synthesize it. The reactants are: [Cl:1][C:2]1[C:7]([NH2:8])=[CH:6][N:5]=[C:4]2[NH:9][CH:10]=[CH:11][C:3]=12.F[C:13]1[C:18]([C:19]#[N:20])=[CH:17][N:16]=[CH:15][C:14]=1[C:21]1[CH:26]=[CH:25][C:24]([O:27][CH2:28]COC)=[C:23]([O:32][CH3:33])[CH:22]=1. (6) Given the product [Cl:22][C:23]1[CH:45]=[CH:44][C:26]([CH2:27][NH:28][C:29]([C:31]2[C:32](=[O:43])[C:33]3[CH:40]=[C:39]([CH2:41][N:10]([CH2:9][CH:8]([C:4]4[O:5][C:6]([CH3:7])=[C:2]([CH3:1])[CH:3]=4)[OH:12])[CH3:11])[S:38][C:34]=3[N:35]([CH3:37])[CH:36]=2)=[O:30])=[CH:25][CH:24]=1, predict the reactants needed to synthesize it. The reactants are: [CH3:1][C:2]1[CH:3]=[C:4]([CH:8]([OH:12])[CH2:9][NH:10][CH3:11])[O:5][C:6]=1[CH3:7].C(N(CC)C(C)C)(C)C.[Cl:22][C:23]1[CH:45]=[CH:44][C:26]([CH2:27][NH:28][C:29]([C:31]2[C:32](=[O:43])[C:33]3[CH:40]=[C:39]([CH2:41]Cl)[S:38][C:34]=3[N:35]([CH3:37])[CH:36]=2)=[O:30])=[CH:25][CH:24]=1.O. (7) Given the product [S:9]1[CH:13]=[CH:12][N:11]=[C:10]1[C:14]1[CH:15]=[CH:16][C:17]([CH2:18][OH:19])=[CH:20][CH:21]=1, predict the reactants needed to synthesize it. The reactants are: C(O)C.O1CCCC1.[S:9]1[CH:13]=[CH:12][N:11]=[C:10]1[C:14]1[CH:21]=[CH:20][C:17]([CH:18]=[O:19])=[CH:16][CH:15]=1.[BH4-].[Na+]. (8) Given the product [C:19]([O:12][C:11]1[CH:10]=[CH:9][C:4]([C:5]([O:7][CH3:8])=[O:6])=[CH:3][C:2]=1[Br:1])(=[O:21])[CH3:20], predict the reactants needed to synthesize it. The reactants are: [Br:1][C:2]1[CH:3]=[C:4]([CH:9]=[CH:10][C:11]=1[OH:12])[C:5]([O:7][CH3:8])=[O:6].N1C=CC=CC=1.[C:19](Cl)(=[O:21])[CH3:20].Cl.